From a dataset of Full USPTO retrosynthesis dataset with 1.9M reactions from patents (1976-2016). Predict the reactants needed to synthesize the given product. (1) Given the product [Cl:1][C:2]1[CH:10]=[C:9]2[C:5]([C:6]([C:22]3[CH:23]=[CH:24][C:25]([S:28]([CH3:31])(=[O:30])=[O:29])=[CH:26][CH:27]=3)=[C:7]([CH2:20][N:50]3[C:54]4=[CH:55][N:56]=[CH:57][CH:58]=[C:53]4[C:52]4([CH2:59][CH2:60]4)[C:51]3=[O:61])[NH:8]2)=[CH:4][CH:3]=1, predict the reactants needed to synthesize it. The reactants are: [Cl:1][C:2]1[CH:10]=[C:9]2[C:5]([C:6]([C:22]3[CH:27]=[CH:26][C:25]([S:28]([CH3:31])(=[O:30])=[O:29])=[CH:24][CH:23]=3)=[C:7]([CH2:20]O)[N:8]2S(C2C=CC=CC=2)(=O)=O)=[CH:4][CH:3]=1.CS(Cl)(=O)=O.C(N(CC)CC)C.CC([O-])(C)C.[Na+].[NH:50]1[C:54]2=[CH:55][N:56]=[CH:57][CH:58]=[C:53]2[C:52]2([CH2:60][CH2:59]2)[C:51]1=[O:61]. (2) Given the product [Br:1][C:2]1[CH:7]=[CH:6][C:5]([C:8]2([C:15]3[CH:20]=[CH:19][CH:18]=[C:17]([O:21][CH3:22])[CH:16]=3)[CH2:9][NH:10][C:11](=[O:14])[CH2:12][O:23]2)=[CH:4][CH:3]=1, predict the reactants needed to synthesize it. The reactants are: [Br:1][C:2]1[CH:7]=[CH:6][C:5]([C:8]([OH:23])([C:15]2[CH:20]=[CH:19][CH:18]=[C:17]([O:21][CH3:22])[CH:16]=2)[CH2:9][NH:10][C:11](=[O:14])[CH2:12]Cl)=[CH:4][CH:3]=1.CC([O-])(C)C.[K+].O.